From a dataset of Forward reaction prediction with 1.9M reactions from USPTO patents (1976-2016). Predict the product of the given reaction. (1) Given the reactants C([O-])([O-])=O.[Na+].[Na+].O.CC1(C)C(C)(C)OB([C:16]2[CH:17]=[N:18][N:19]([C:21]3[CH:22]=[N:23][CH:24]=[CH:25][CH:26]=3)[CH:20]=2)O1.Br[C:29]1[CH:30]=[CH:31][C:32]2[N:33]([CH3:45])[S:34](=[O:44])(=[O:43])[CH2:35][C:36](=[N:39][O:40][CH2:41][CH3:42])[C:37]=2[N:38]=1, predict the reaction product. The product is: [CH2:41]([O:40][N:39]=[C:36]1[CH2:35][S:34](=[O:44])(=[O:43])[N:33]([CH3:45])[C:32]2[CH:31]=[CH:30][C:29]([C:16]3[CH:17]=[N:18][N:19]([C:21]4[CH:22]=[N:23][CH:24]=[CH:25][CH:26]=4)[CH:20]=3)=[N:38][C:37]1=2)[CH3:42]. (2) Given the reactants CS(O[CH2:6][CH2:7][N:8]1[CH:12]([CH3:13])[C:11]2[CH:14]=[C:15]([Br:18])[CH:16]=[CH:17][C:10]=2[S:9]1(=[O:20])=[O:19])(=O)=O.CC([O-])(C)C.[K+].[O:27]=[C:28]1[NH:33][CH2:32][CH2:31][N:30]([C:34]([O:36][C:37]([CH3:40])([CH3:39])[CH3:38])=[O:35])[CH2:29]1.O, predict the reaction product. The product is: [Br:18][C:15]1[CH:16]=[CH:17][C:10]2[S:9](=[O:20])(=[O:19])[N:8]([CH2:7][CH2:6][N:33]3[CH2:32][CH2:31][N:30]([C:34]([O:36][C:37]([CH3:39])([CH3:38])[CH3:40])=[O:35])[CH2:29][C:28]3=[O:27])[CH:12]([CH3:13])[C:11]=2[CH:14]=1. (3) Given the reactants [Br:1][C:2]1[CH:9]=[CH:8][C:5]([CH:6]=O)=[CH:4][CH:3]=1.[C:10]([CH2:12][C:13]([O:15][C:16]([CH3:19])([CH3:18])[CH3:17])=[O:14])#[N:11], predict the reaction product. The product is: [Br:1][C:2]1[CH:9]=[CH:8][C:5](/[CH:6]=[C:12](\[C:10]#[N:11])/[C:13]([O:15][C:16]([CH3:19])([CH3:18])[CH3:17])=[O:14])=[CH:4][CH:3]=1. (4) Given the reactants [CH3:1][O:2][CH2:3][C:4]1[O:5][C:6]([CH3:19])=[CH:7][C:8](=[O:18])[C:9]=1[O:10][CH2:11][C:12]1[CH:17]=[CH:16][CH:15]=[CH:14][CH:13]=1.O[CH:21](C1OC(C)=CC(=O)C=1OCC1C=CC=CC=1)[CH2:22]C, predict the reaction product. The product is: [CH3:1][O:2][CH:3]([C:4]1[O:5][C:6]([CH3:19])=[CH:7][C:8](=[O:18])[C:9]=1[O:10][CH2:11][C:12]1[CH:17]=[CH:16][CH:15]=[CH:14][CH:13]=1)[CH2:21][CH3:22].